This data is from Forward reaction prediction with 1.9M reactions from USPTO patents (1976-2016). The task is: Predict the product of the given reaction. (1) Given the reactants [C:1]1([CH2:7][S:8](Cl)(=[O:10])=[O:9])[CH:6]=[CH:5][CH:4]=[CH:3][CH:2]=1.[OH:12][C@:13]([CH3:49])([CH2:47][OH:48])[C:14](=[O:46])[C@@H:15]([NH:23][C:24](=[O:45])[C@@H:25]([NH:29][C:30](=[O:44])[C@@H:31]([NH:35][C:36]([C:38]1[S:42][C:41]([CH3:43])=[N:40][CH:39]=1)=[O:37])[CH2:32][O:33][CH3:34])[CH2:26][O:27][CH3:28])[CH2:16][C:17]1[CH:22]=[CH:21][CH:20]=[CH:19][CH:18]=1, predict the reaction product. The product is: [C:1]1([CH2:7][S:8]([O:48][CH2:47][C@:13]([OH:12])([CH3:49])[C:14](=[O:46])[C@@H:15]([NH:23][C:24](=[O:45])[C@@H:25]([NH:29][C:30](=[O:44])[C@@H:31]([NH:35][C:36]([C:38]2[S:42][C:41]([CH3:43])=[N:40][CH:39]=2)=[O:37])[CH2:32][O:33][CH3:34])[CH2:26][O:27][CH3:28])[CH2:16][C:17]2[CH:22]=[CH:21][CH:20]=[CH:19][CH:18]=2)(=[O:10])=[O:9])[CH:6]=[CH:5][CH:4]=[CH:3][CH:2]=1. (2) Given the reactants [C:1]([N:8]1[CH:12]=[CH:11]N=[CH:9]1)([N:3]1[CH:7]=[CH:6][N:5]=[CH:4]1)=[O:2].[CH2:13](Cl)Cl, predict the reaction product. The product is: [CH:12]([N:8]([CH3:9])[C:1]([N:3]1[CH:7]=[CH:6][N:5]=[CH:4]1)=[O:2])([CH3:11])[CH3:13]. (3) Given the reactants Br[C:2]1[S:6][C:5]([C:7]2[CH:12]=[CH:11][CH:10]=[CH:9][CH:8]=2)=[N:4][C:3]=1[C:13]([O:15][CH2:16][CH3:17])=[O:14].[CH2:18]([O:21][CH:22]1[CH2:27][CH2:26][CH2:25][CH2:24][O:23]1)[C:19]#[CH:20].C(N(CC)CC)C.O, predict the reaction product. The product is: [C:7]1([C:5]2[S:6][C:2]([C:20]#[C:19][CH2:18][O:21][CH:22]3[CH2:27][CH2:26][CH2:25][CH2:24][O:23]3)=[C:3]([C:13]([O:15][CH2:16][CH3:17])=[O:14])[N:4]=2)[CH:12]=[CH:11][CH:10]=[CH:9][CH:8]=1. (4) Given the reactants [C:1]([C:4]12[CH2:11][CH2:10][C:7]([NH:12][CH2:13][C:14]([N:16]3[CH2:20][C@@H:19]([F:21])[CH2:18][C@H:17]3[C:22]#[N:23])=[O:15])([CH2:8][CH2:9]1)[CH2:6][CH2:5]2)(O)=[O:2].[NH2:24][C:25]1[CH:30]=[CH:29][CH:28]=[C:27]([CH3:31])[CH:26]=1, predict the reaction product. The product is: [F:21][C@@H:19]1[CH2:20][N:16]([C:14](=[O:15])[CH2:13][NH:12][C:7]23[CH2:6][CH2:5][C:4]([C:1]([NH:24][C:25]4[CH:30]=[CH:29][CH:28]=[C:27]([CH3:31])[CH:26]=4)=[O:2])([CH2:9][CH2:8]2)[CH2:11][CH2:10]3)[C@H:17]([C:22]#[N:23])[CH2:18]1. (5) Given the reactants [Cl:1][C:2]1[CH:7]=[CH:6][C:5]([C:8]([F:11])([F:10])[F:9])=[CH:4][C:3]=1B(O)O.I[C:16]1[N:21]=[C:20]([NH2:22])[N:19]=[C:18]([NH:23][CH3:24])[CH:17]=1, predict the reaction product. The product is: [Cl:1][C:2]1[CH:7]=[CH:6][C:5]([C:8]([F:11])([F:10])[F:9])=[CH:4][C:3]=1[C:16]1[N:21]=[C:20]([NH2:22])[N:19]=[C:18]([NH:23][CH3:24])[CH:17]=1. (6) The product is: [NH2:15][CH:8]([CH2:9][CH2:41][CH2:40][OH:39])[CH2:1][OH:2].[ClH:35].[OH:18][C:17]([CH:19]([C:21]1[CH:34]=[CH:33][CH:32]=[C:23]([C:24]([C:26]2[CH:27]=[CH:28][CH:29]=[CH:30][CH:31]=2)=[O:25])[CH:22]=1)[CH3:20])=[O:16]. Given the reactants [C:1]([C:8]([NH2:15])(O)[CH2:9]CCCO)(OC(C)(C)C)=[O:2].[OH:16][C:17]([CH:19]([C:21]1[CH:34]=[CH:33][CH:32]=[C:23]([C:24]([C:26]2[CH:31]=[CH:30][CH:29]=[CH:28][CH:27]=2)=[O:25])[CH:22]=1)[CH3:20])=[O:18].[ClH:35].C([O:39][CH2:40][CH3:41])(=O)C.CCCCCC, predict the reaction product. (7) The product is: [F:1][C:2]1[CH:7]=[C:6]([F:8])[CH:5]=[CH:4][C:3]=1[S:9]([C:10]1[C:19]([O:20][CH3:21])=[CH:18][CH:17]=[C:16]2[C:11]=1[CH:12]=[CH:13][C:14]([S:22]([CH3:25])(=[O:23])=[O:24])=[N:15]2)=[O:26]. Given the reactants [F:1][C:2]1[CH:7]=[C:6]([F:8])[CH:5]=[CH:4][C:3]=1[S:9][C:10]1[C:19]([O:20][CH3:21])=[CH:18][CH:17]=[C:16]2[C:11]=1[CH:12]=[CH:13][C:14]([S:22]([CH3:25])(=[O:24])=[O:23])=[N:15]2.[OH:26]OS([O-])=O.[K+], predict the reaction product. (8) Given the reactants [C:1]([C:4]1[CH:25]=[CH:24][C:7]2[NH:8][C:9](=[C:11]([C:14]3[N:19]=[C:18]([C:20]([F:23])([F:22])[F:21])[CH:17]=[CH:16][N:15]=3)[C:12]#[N:13])[NH:10][C:6]=2[CH:5]=1)([OH:3])=[O:2].[OH2:26], predict the reaction product. The product is: [C:1]([C:4]1[CH:25]=[CH:24][C:7]2[NH:8][C:9](=[C:11]([C:14]3[N:19]=[C:18]([C:20]([F:23])([F:21])[F:22])[CH:17]=[CH:16][N:15]=3)[C:12]([NH2:13])=[O:26])[NH:10][C:6]=2[CH:5]=1)([OH:3])=[O:2]. (9) Given the reactants [C:1]([O:5][C:6]([NH:8][C@H:9]([C:29]([O:31][CH3:32])=[O:30])[CH2:10][C:11]1[CH:16]=[CH:15][C:14]([N:17]2[C:22](=[O:23])[C:21]3[CH:24]=[CH:25][N:26]=[CH:27][C:20]=3[NH:19][C:18]2=[O:28])=[CH:13][N:12]=1)=[O:7])([CH3:4])([CH3:3])[CH3:2].[C:33](=O)([O-])[O-].[K+].[K+].COS(C1C=CC(C)=CC=1)(=O)=O, predict the reaction product. The product is: [C:1]([O:5][C:6]([NH:8][C@H:9]([C:29]([O:31][CH3:32])=[O:30])[CH2:10][C:11]1[CH:16]=[CH:15][C:14]([N:17]2[C:22](=[O:23])[C:21]3[CH:24]=[CH:25][N:26]=[CH:27][C:20]=3[N:19]([CH3:33])[C:18]2=[O:28])=[CH:13][N:12]=1)=[O:7])([CH3:3])([CH3:4])[CH3:2]. (10) Given the reactants [Cl:1][C:2]1[CH:3]=[C:4]([NH2:9])[CH:5]=[CH:6][C:7]=1[F:8].[C:10]([O:13][C:14]1[CH:15]=[C:16]2[C:21](=[CH:22][C:23]=1[O:24][CH3:25])[N:20]=[CH:19][N:18]=[C:17]2Cl)(=[O:12])[CH3:11], predict the reaction product. The product is: [C:10]([O:13][C:14]1[CH:15]=[C:16]2[C:21](=[CH:22][C:23]=1[O:24][CH3:25])[N:20]=[CH:19][N:18]=[C:17]2[NH:9][C:4]1[CH:5]=[CH:6][C:7]([F:8])=[C:2]([Cl:1])[CH:3]=1)(=[O:12])[CH3:11].